Dataset: TCR-epitope binding with 47,182 pairs between 192 epitopes and 23,139 TCRs. Task: Binary Classification. Given a T-cell receptor sequence (or CDR3 region) and an epitope sequence, predict whether binding occurs between them. (1) The epitope is LLWNGPMAV. The TCR CDR3 sequence is CASSPGQGPYEQYF. Result: 1 (the TCR binds to the epitope). (2) The epitope is RLQSLQTYV. The TCR CDR3 sequence is CASSVGPEAAYNEQFF. Result: 0 (the TCR does not bind to the epitope). (3) The epitope is VTEHDTLLY. The TCR CDR3 sequence is CASSQVRTDTQYF. Result: 0 (the TCR does not bind to the epitope). (4) The epitope is FLKEKGGL. The TCR CDR3 sequence is CASSFTPGTGAPYSNQPQHF. Result: 1 (the TCR binds to the epitope). (5) The epitope is NEGVKAAW. The TCR CDR3 sequence is CASSLAGKGWDREVYEQFF. Result: 0 (the TCR does not bind to the epitope).